Dataset: Forward reaction prediction with 1.9M reactions from USPTO patents (1976-2016). Task: Predict the product of the given reaction. Given the reactants Br.[NH2:2][C@H:3]1[CH2:8][CH2:7][CH2:6][CH2:5][C@H:4]1[C:9]([O:11][CH2:12][CH3:13])=[O:10].[C:14]1([C:23]2[CH:28]=[CH:27][CH:26]=[CH:25][CH:24]=2)[CH:19]=[CH:18][C:17]([C:20](O)=[O:21])=[CH:16][CH:15]=1.CCN=C=NCCCN(C)C.C1C=CC2N(O)N=NC=2C=1.CN1CCOCC1, predict the reaction product. The product is: [C:14]1([C:23]2[CH:24]=[CH:25][CH:26]=[CH:27][CH:28]=2)[CH:15]=[CH:16][C:17]([C:20]([NH:2][C@H:3]2[CH2:8][CH2:7][CH2:6][CH2:5][C@H:4]2[C:9]([O:11][CH2:12][CH3:13])=[O:10])=[O:21])=[CH:18][CH:19]=1.